From a dataset of Full USPTO retrosynthesis dataset with 1.9M reactions from patents (1976-2016). Predict the reactants needed to synthesize the given product. (1) The reactants are: [C:1]([C:5]1[CH:10]=[CH:9][C:8]([S:11]([NH:14][C:15]2[C:16]3[CH:27]=[C:26]([F:28])[CH:25]=[CH:24][C:17]=3[S:18][C:19]=2[C:20]([O:22]C)=[O:21])(=[O:13])=[O:12])=[CH:7][CH:6]=1)([CH3:4])([CH3:3])[CH3:2].[OH-].[Na+].Cl. Given the product [C:1]([C:5]1[CH:6]=[CH:7][C:8]([S:11]([NH:14][C:15]2[C:16]3[CH:27]=[C:26]([F:28])[CH:25]=[CH:24][C:17]=3[S:18][C:19]=2[C:20]([OH:22])=[O:21])(=[O:13])=[O:12])=[CH:9][CH:10]=1)([CH3:4])([CH3:2])[CH3:3], predict the reactants needed to synthesize it. (2) Given the product [BrH:11].[CH2:16]([O:15][C:13](=[O:14])[CH2:12][N:6]1[C:5]2[CH2:7][CH2:8][CH2:9][CH2:10][C:4]=2[S:3][C:2]1=[NH:1])[CH3:17], predict the reactants needed to synthesize it. The reactants are: [NH2:1][C:2]1[S:3][C:4]2[CH2:10][CH2:9][CH2:8][CH2:7][C:5]=2[N:6]=1.[Br:11][CH2:12][C:13]([O:15][CH2:16][CH3:17])=[O:14]. (3) Given the product [F:46][C:47]1[CH:55]=[CH:54][CH:53]=[C:52]([F:56])[C:48]=1[C:49]([NH:12][C@@H:13]([CH2:19][C:20]1[CH:25]=[CH:24][C:23]([C:26]2[C:27]([O:38][CH3:39])=[CH:28][C:29]([CH2:34][O:35][CH2:36][CH3:37])=[CH:30][C:31]=2[O:32][CH3:33])=[CH:22][CH:21]=1)[C:14]([O:16][CH2:17][CH3:18])=[O:15])=[O:50], predict the reactants needed to synthesize it. The reactants are: C1(C)C=CC(S(O)(=O)=O)=CC=1.[NH2:12][C@@H:13]([CH2:19][C:20]1[CH:25]=[CH:24][C:23]([C:26]2[C:31]([O:32][CH3:33])=[CH:30][C:29]([CH2:34][O:35][CH2:36][CH3:37])=[CH:28][C:27]=2[O:38][CH3:39])=[CH:22][CH:21]=1)[C:14]([O:16][CH2:17][CH3:18])=[O:15].C(=O)([O-])O.[Na+].O.[F:46][C:47]1[CH:55]=[CH:54][CH:53]=[C:52]([F:56])[C:48]=1[C:49](Cl)=[O:50]. (4) Given the product [O:15]=[C:10]1[C:9]2[NH:16][CH:17]=[CH:18][C:8]=2[C:7]2[CH:6]=[C:5]([S:2](=[O:3])(=[O:4])[NH:26][C:25]3[CH:24]=[C:23]([CH3:22])[CH:29]=[CH:28][CH:27]=3)[CH:14]=[CH:13][C:12]=2[NH:11]1.[CH2:18]([C:19]([O-:21])=[O:20])[CH3:17], predict the reactants needed to synthesize it. The reactants are: Cl[S:2]([C:5]1[CH:14]=[CH:13][C:12]2[NH:11][C:10](=[O:15])[C:9]3[NH:16][CH:17]=[C:18]([C:19]([OH:21])=[O:20])[C:8]=3[C:7]=2[CH:6]=1)(=[O:4])=[O:3].[CH3:22][C:23]1[CH:24]=[C:25]([CH:27]=[CH:28][CH:29]=1)[NH2:26]. (5) Given the product [C:1]([O:4][CH2:5][C:6]([CH2:46][O:47][C:48](=[O:50])[CH3:49])([OH:45])[C:7]#[C:8][C:9]1[CH:10]=[CH:11][C:12]([C@@H:15]2[C@@H:18]([CH2:19][CH2:20][C:21]([C:23]3[CH:24]=[CH:25][C:26]([F:29])=[CH:27][CH:28]=3)=[O:22])[C:17](=[O:30])[N:16]2[C:31]2[CH:36]=[CH:35][C:34]([O:37][S:38]([C:41]([F:44])([F:42])[F:43])(=[O:39])=[O:40])=[CH:33][CH:32]=2)=[CH:13][CH:14]=1)(=[O:3])[CH3:2], predict the reactants needed to synthesize it. The reactants are: [C:1]([O:4][CH2:5][C:6]([CH2:46][O:47][C:48](=[O:50])[CH3:49])([OH:45])[C:7]#[C:8][C:9]1[CH:14]=[CH:13][C:12]([C@@H:15]2[C@@H:18]([CH2:19][CH2:20][C@@H:21]([C:23]3[CH:28]=[CH:27][C:26]([F:29])=[CH:25][CH:24]=3)[OH:22])[C:17](=[O:30])[N:16]2[C:31]2[CH:36]=[CH:35][C:34]([O:37][S:38]([C:41]([F:44])([F:43])[F:42])(=[O:40])=[O:39])=[CH:33][CH:32]=2)=[CH:11][CH:10]=1)(=[O:3])[CH3:2].CC(OI1(OC(C)=O)(OC(C)=O)OC(=O)C2C=CC=CC1=2)=O. (6) Given the product [OH:1][CH2:2][CH2:3][O:4][C@H:5]1[CH2:10][CH2:9][C@H:8]([N:11]2[C:16](=[O:17])[C:15]([CH2:18][C:19]3[CH:24]=[CH:23][C:22]([C:25]4[C:26]([C:31]#[N:32])=[CH:27][CH:28]=[CH:29][CH:30]=4)=[CH:21][CH:20]=3)=[C:14]([CH2:33][CH2:34][CH3:35])[N:13]3[N:36]=[C:37]([CH3:39])[N:38]=[C:12]23)[CH2:7][CH2:6]1, predict the reactants needed to synthesize it. The reactants are: [O:1]1[C:5]2([CH2:10][CH2:9][CH:8]([N:11]3[C:16](=[O:17])[C:15]([CH2:18][C:19]4[CH:24]=[CH:23][C:22]([C:25]5[C:26]([C:31]#[N:32])=[CH:27][CH:28]=[CH:29][CH:30]=5)=[CH:21][CH:20]=4)=[C:14]([CH2:33][CH2:34][CH3:35])[N:13]4[N:36]=[C:37]([CH3:39])[N:38]=[C:12]34)[CH2:7][CH2:6]2)[O:4][CH2:3][CH2:2]1.C([BH3-])#N.[Na+].B(F)(F)F.CCOCC.C(=O)([O-])O.[Na+].